This data is from Forward reaction prediction with 1.9M reactions from USPTO patents (1976-2016). The task is: Predict the product of the given reaction. (1) The product is: [OH:6][C@H:7]1[CH2:15][CH2:14][CH2:13][C@@:12]2([CH3:16])[C@H:8]1[CH2:9][CH2:10][C@@H:11]2[C@H:17]([CH2:26][CH2:27][CH2:28][C:29]([CH3:32])([OH:31])[CH3:30])[CH2:18][CH2:19][C@@H:20]([OH:25])[C:21]([CH3:24])([OH:23])[CH3:22]. Given the reactants C([Si](C)(C)[O:6][C@H:7]1[CH2:15][CH2:14][CH2:13][C@@:12]2([CH3:16])[C@H:8]1[CH2:9][CH2:10][C@@H:11]2[C@H:17]([CH2:26][CH2:27][CH2:28][C:29]([CH3:32])([OH:31])[CH3:30])[CH2:18][CH2:19][C@@H:20]([OH:25])[C:21]([CH3:24])([OH:23])[CH3:22])(C)(C)C.F[Si-2](F)(F)(F)(F)F.[H+].[H+].ClCCl.CCCCCC.CO, predict the reaction product. (2) Given the reactants Cl[C:2]1[CH:11]=[CH:10][C:5]([C:6]([O:8][CH3:9])=[O:7])=[CH:4][C:3]=1[C:12]#[N:13].[C:14](=[O:17])([O-])[O-:15].[Na+].[Na+].[C:20](OC)(=[S:23])C=O.[CH3:26]O, predict the reaction product. The product is: [NH2:13][C:12]1[C:3]2[CH:4]=[C:5]([C:6]([O:8][CH3:9])=[O:7])[CH:10]=[CH:11][C:2]=2[S:23][C:20]=1[C:14]([O:15][CH3:26])=[O:17]. (3) Given the reactants [Cl:1][C:2]1[C:3]([F:37])=[C:4]([CH:8]2[C:12]([C:15]3[CH:20]=[CH:19][C:18]([Cl:21])=[CH:17][C:16]=3[F:22])([C:13]#[N:14])[CH:11]([CH2:23][C:24]([CH3:27])([CH3:26])[CH3:25])[CH2:10][N:9]2[C:28]([C:30]2[CH:35]=[CH:34][C:33](=[O:36])[NH:32][CH:31]=2)=[O:29])[CH:5]=[CH:6][CH:7]=1.[C:38](=O)([O-])[O-].[Cs+].[Cs+], predict the reaction product. The product is: [Cl:1][C:2]1[C:3]([F:37])=[C:4]([CH:8]2[C:12]([C:15]3[CH:20]=[CH:19][C:18]([Cl:21])=[CH:17][C:16]=3[F:22])([C:13]#[N:14])[CH:11]([CH2:23][C:24]([CH3:25])([CH3:26])[CH3:27])[CH2:10][N:9]2[C:28]([C:30]2[CH:35]=[CH:34][C:33](=[O:36])[N:32]([CH3:38])[CH:31]=2)=[O:29])[CH:5]=[CH:6][CH:7]=1. (4) Given the reactants [CH3:1][N:2]1[CH:6]=[CH:5][N:4]=[CH:3]1.C([Li])[CH2:8][CH2:9][CH3:10].C(=O)(OC)OCC.COC(OC)[N:22]([CH3:24])C.[NH2:27]N, predict the reaction product. The product is: [CH3:1][N:2]1[CH:6]=[CH:5][N:4]=[C:3]1[C:24]1[NH:22][N:27]=[CH:8][C:9]=1[CH3:10]. (5) Given the reactants [CH3:1][O:2][C:3]1[CH:8]=[CH:7][CH:6]=[C:5]([O:9][CH3:10])[C:4]=1[N+:11]([O-])=O.C([O-])([O-])=O.[Na+].[Na+], predict the reaction product. The product is: [CH3:10][O:9][C:5]1[CH:6]=[CH:7][CH:8]=[C:3]([O:2][CH3:1])[C:4]=1[NH2:11]. (6) The product is: [Cl:15][C:12]1[CH:11]=[CH:10][C:9]([CH2:8][N:7]2[C:2](=[N:1][C:29]3[CH:31]=[CH:32][C:33]([CH:34]=[N:35][O:36][CH3:37])=[C:27]([F:26])[CH:28]=3)[N:3]([CH3:25])[C:4](=[O:24])[N:5]([CH2:17][C@@H:18]([C:20]([O:22][CH3:23])=[O:21])[CH3:19])[C:6]2=[O:16])=[CH:14][CH:13]=1. Given the reactants [NH2:1][C@@H:2]1[N:7]([CH2:8][C:9]2[CH:14]=[CH:13][C:12]([Cl:15])=[CH:11][CH:10]=2)[C:6](=[O:16])[N:5]([CH2:17][CH:18]([C:20]([O:22][CH3:23])=[O:21])[CH3:19])[C:4](=[O:24])[N:3]1[CH3:25].[F:26][C:27]1[CH:28]=[C:29]([CH:31]=[CH:32][C:33]=1[CH:34]=[N:35][O:36][CH3:37])N.C1(P(C2C=CC=CC=2)C2C3OC4C(=CC=CC=4P(C4C=CC=CC=4)C4C=CC=CC=4)C(C)(C)C=3C=CC=2)C=CC=CC=1.C(=O)([O-])[O-].[Cs+].[Cs+], predict the reaction product.